This data is from Full USPTO retrosynthesis dataset with 1.9M reactions from patents (1976-2016). The task is: Predict the reactants needed to synthesize the given product. (1) Given the product [CH2:27]([N:14]([CH2:13][CH2:12][CH2:11][C:5]1[C:4]2[C:8](=[CH:9][CH:10]=[C:2]([F:1])[CH:3]=2)[NH:7][CH:6]=1)[CH:15]1[CH2:24][C:23]2[C:18](=[CH:19][CH:20]=[CH:21][C:22]=2[O:25][CH3:26])[O:17][CH2:16]1)[CH3:28], predict the reactants needed to synthesize it. The reactants are: [F:1][C:2]1[CH:3]=[C:4]2[C:8](=[CH:9][CH:10]=1)[NH:7][CH:6]=[C:5]2[CH2:11][CH2:12][CH2:13][NH:14][CH:15]1[CH2:24][C:23]2[C:18](=[CH:19][CH:20]=[CH:21][C:22]=2[O:25][CH3:26])[O:17][CH2:16]1.[CH:27](=O)[CH3:28].C(O)(=O)C.C([BH3-])#N.[Na+]. (2) Given the product [Cl:1][C:2]1[CH:3]=[C:4]([NH:10][S:11]([CH3:14])(=[O:13])=[O:12])[CH:5]=[CH:6][C:7]=1[C:8](=[N:15][OH:16])[NH2:9], predict the reactants needed to synthesize it. The reactants are: [Cl:1][C:2]1[CH:3]=[C:4]([NH:10][S:11]([CH3:14])(=[O:13])=[O:12])[CH:5]=[CH:6][C:7]=1[C:8]#[N:9].[NH2:15][OH:16]. (3) Given the product [NH2:1][C:2]1[CH:10]=[CH:9][C:8]([F:11])=[CH:7][C:3]=1[C:4]([NH:15][CH3:12])=[O:5], predict the reactants needed to synthesize it. The reactants are: [NH2:1][C:2]1[CH:10]=[CH:9][C:8]([F:11])=[CH:7][C:3]=1[C:4](O)=[O:5].[CH:12]([N:15](C(C)C)CC)(C)C.C1CN([P+](ON2N=NC3C=CC=CC2=3)(N2CCCC2)N2CCCC2)CC1.F[P-](F)(F)(F)(F)F.CN.C1COCC1. (4) Given the product [C:23]([O:27][C:28](=[O:31])[CH2:29][O:18][C:14]1[CH:13]=[CH:12][C:11]([F:19])=[C:10]2[C:15]=1[C:16]([CH3:17])=[C:7]([CH2:6][C:5]1[CH:4]=[CH:3][C:2]([Br:1])=[CH:22][CH:21]=1)[C:8](=[O:20])[NH:9]2)([CH3:26])([CH3:25])[CH3:24], predict the reactants needed to synthesize it. The reactants are: [Br:1][C:2]1[CH:22]=[CH:21][C:5]([CH2:6][C:7]2[C:8](=[O:20])[NH:9][C:10]3[C:15]([C:16]=2[CH3:17])=[C:14]([OH:18])[CH:13]=[CH:12][C:11]=3[F:19])=[CH:4][CH:3]=1.[C:23]([O:27][C:28](=[O:31])[CH2:29]Br)([CH3:26])([CH3:25])[CH3:24]. (5) Given the product [CH2:24]([O:26][C:27]([CH:29]1[CH:33]([OH:34])[CH2:32][N:31]([C:35]([O:37][CH2:38][C:39]2[CH:40]=[CH:41][CH:42]=[CH:43][CH:44]=2)=[O:36])[CH2:30]1)=[O:28])[CH3:25], predict the reactants needed to synthesize it. The reactants are: C(O)[C@H]1O[C@H](O[C@]2(CO)O[C@H](CO)[C@@H](O)[C@@H]2O)[C@H](O)[C@@H](O)[C@@H]1O.[CH2:24]([O:26][C:27]([CH:29]1[C:33](=[O:34])[CH2:32][N:31]([C:35]([O:37][CH2:38][C:39]2[CH:44]=[CH:43][CH:42]=[CH:41][CH:40]=2)=[O:36])[CH2:30]1)=[O:28])[CH3:25]. (6) Given the product [Cl:9][C:4]1[CH:5]=[C:6]([Cl:8])[N:7]=[C:2]([NH:1][CH2:10][C:12]2[N:13]=[CH:14][NH:15][CH:16]=2)[N:3]=1, predict the reactants needed to synthesize it. The reactants are: [NH2:1][C:2]1[N:7]=[C:6]([Cl:8])[CH:5]=[C:4]([Cl:9])[N:3]=1.[CH:10]([C:12]1[N:13]=[CH:14][NH:15][CH:16]=1)=O.C(O)C.[BH4-].[Na+]. (7) The reactants are: Cl[C:2]1[C:7]([C:8]([O:10][CH2:11][CH3:12])=[S:9])=[CH:6][N:5]=[C:4]([CH3:13])[CH:3]=1.ClC1C(C(OCC)=S)=C(C)[N:18]=C(C)C=1.C1COCC1.O1CCOCC1. Given the product [NH2:18][C:2]1[C:7]([C:8]([O:10][CH2:11][CH3:12])=[S:9])=[CH:6][N:5]=[C:4]([CH3:13])[CH:3]=1, predict the reactants needed to synthesize it. (8) Given the product [OH:8][CH2:7][CH:4]1[CH2:5][CH2:6][N:1]([C:9]([O:11][C:12]([CH3:15])([CH3:14])[CH3:13])=[O:10])[CH2:2][CH2:3]1, predict the reactants needed to synthesize it. The reactants are: [NH:1]1[CH2:6][CH2:5][CH:4]([CH2:7][OH:8])[CH2:3][CH2:2]1.[C:9](O[C:9]([O:11][C:12]([CH3:15])([CH3:14])[CH3:13])=[O:10])([O:11][C:12]([CH3:15])([CH3:14])[CH3:13])=[O:10].[Cl-].[NH4+].O. (9) Given the product [CH:1]12[CH2:10][CH:5]3[CH2:6][CH:7]([CH2:9][CH:3]([CH2:4]3)[CH:2]1[NH:11][C:12]([C:14]1[CH:15]=[N:16][N:17]([C:20]3[CH:25]=[CH:24][CH:23]=[CH:22][CH:21]=3)[C:18]=1[NH:32][CH:26]1[CH2:31][CH2:30][CH2:29][CH2:28][CH2:27]1)=[O:13])[CH2:8]2, predict the reactants needed to synthesize it. The reactants are: [CH:1]12[CH2:10][CH:5]3[CH2:6][CH:7]([CH2:9][CH:3]([CH2:4]3)[CH:2]1[NH:11][C:12]([C:14]1[CH:15]=[N:16][N:17]([C:20]3[CH:25]=[CH:24][CH:23]=[CH:22][CH:21]=3)[C:18]=1Cl)=[O:13])[CH2:8]2.[CH:26]1([NH2:32])[CH2:31][CH2:30][CH2:29][CH2:28][CH2:27]1. (10) Given the product [CH3:1][O:2][CH:3]([O:14][CH3:15])[C:4]1[CH:9]=[CH:8][N:7]=[C:6]([O:2][CH2:3][CH2:4][CH3:9])[N:5]=1, predict the reactants needed to synthesize it. The reactants are: [CH3:1][O:2][CH:3]([O:14][CH3:15])[C:4]1[CH:9]=[CH:8][N:7]=[C:6](S(C)(=O)=O)[N:5]=1.[H-].[Na+].